This data is from Reaction yield outcomes from USPTO patents with 853,638 reactions. The task is: Predict the reaction yield, written as a fraction of the theoretical maximum amount of product (1.0 means a 100% yield; for example, 0.34 means a 34% yield). (1) The reactants are C1(O[C:8](=[O:23])[NH:9][C:10]2[CH:11]=[C:12]3[C:16](=[CH:17][CH:18]=2)[CH2:15][C:14]2([O:22][CH2:21][CH2:20][O:19]2)[CH2:13]3)C=CC=CC=1.[OH2:24].[NH2:25][NH2:26].[O:27]1[CH2:32][CH2:31]OCC1. No catalyst specified. The product is [CH2:15]1[C:16]2[C:12](=[CH:11][C:10]([N:9]3[C:8]([OH:23])=[N:26][N:25]=[C:16]3[C:12]3[CH:11]=[C:31]([CH:18]([CH3:17])[CH3:10])[C:32]([OH:27])=[CH:14][C:13]=3[OH:24])=[CH:18][CH:17]=2)[CH2:13][C:14]21[O:19][CH2:20][CH2:21][O:22]2. The yield is 0.770. (2) The reactants are [F:1][C:2]1[CH:7]=[C:6]([F:8])[C:5]([N+:9]([O-:11])=[O:10])=[CH:4][C:3]=1[CH2:12][C:13]([OH:15])=[O:14].[CH3:16][CH2:17]O. The catalyst is OS(O)(=O)=O. The product is [F:1][C:2]1[CH:7]=[C:6]([F:8])[C:5]([N+:9]([O-:11])=[O:10])=[CH:4][C:3]=1[CH2:12][C:13]([O:15][CH2:16][CH3:17])=[O:14]. The yield is 0.890. (3) The reactants are [Br:1][C:2]1[CH:3]=[C:4](/[CH:13]=[CH:14]/[C:15](OC)=[O:16])[CH:5]=[C:6]([C:8]2([C:11]#[N:12])[CH2:10][CH2:9]2)[CH:7]=1.[BH4-].[Li+].Cl.C([O-])(O)=O.[Na+]. The catalyst is C1COCC1. The product is [Br:1][C:2]1[CH:7]=[C:6]([C:8]2([C:11]#[N:12])[CH2:10][CH2:9]2)[CH:5]=[C:4]([CH2:13][CH2:14][CH2:15][OH:16])[CH:3]=1. The yield is 0.670.